This data is from Reaction yield outcomes from USPTO patents with 853,638 reactions. The task is: Predict the reaction yield, written as a fraction of the theoretical maximum amount of product (1.0 means a 100% yield; for example, 0.34 means a 34% yield). (1) The reactants are [NH2:1][C:2]1[CH:3]=[C:4]2[C:9](=[CH:10][CH:11]=1)[N:8]([CH2:12][CH:13]([N:15]1[CH2:19][CH2:18][CH2:17][CH2:16]1)[CH3:14])[C:7](=O)[CH2:6][CH2:5]2.[H-].[H-].[H-].[H-].[Li+].[Al+3].[OH-].[Na+].[O-]S([O-])(=O)=O.[Na+].[Na+]. The catalyst is C1COCC1.C(Cl)Cl. The product is [N:15]1([CH:13]([CH3:14])[CH2:12][N:8]2[C:9]3[C:4](=[CH:3][C:2]([NH2:1])=[CH:11][CH:10]=3)[CH2:5][CH2:6][CH2:7]2)[CH2:19][CH2:18][CH2:17][CH2:16]1. The yield is 0.584. (2) The reactants are [H-].[Na+].[Br:3][C:4]1[CH:9]=[N:8][CH:7]=[C:6]2[NH:10][CH:11]=[CH:12][C:5]=12.[C:13](=[O:26])([O-])[O:14][C:15]1[CH:20]=CC=C[C:16]=1C(C)(C)C.[CH2:27]1COCC1. No catalyst specified. The product is [Br:3][C:4]1[CH:9]=[N:8][CH:7]=[C:6]2[N:10]([C:13]([O:14][C:15]([CH3:16])([CH3:20])[CH3:27])=[O:26])[CH:11]=[CH:12][C:5]=12. The yield is 0.730.